Dataset: Peptide-MHC class I binding affinity with 185,985 pairs from IEDB/IMGT. Task: Regression. Given a peptide amino acid sequence and an MHC pseudo amino acid sequence, predict their binding affinity value. This is MHC class I binding data. The peptide sequence is RIRKDFGKR. The binding affinity (normalized) is 0.683. The MHC is HLA-A30:01 with pseudo-sequence HLA-A30:01.